From a dataset of Full USPTO retrosynthesis dataset with 1.9M reactions from patents (1976-2016). Predict the reactants needed to synthesize the given product. (1) The reactants are: [NH2:1][C:2](=[N:20][OH:21])[C:3]1[CH:4]=[C:5]([CH:17]=[CH:18][CH:19]=1)[CH2:6][N:7]([CH2:9][C:10]([O:12][C:13]([CH3:16])([CH3:15])[CH3:14])=[O:11])[CH3:8].[CH3:22][CH:23]1[CH2:28][CH2:27][CH2:26][CH2:25][N:24]1[C:29]1[CH:37]=[CH:36][C:32]([C:33](O)=O)=[CH:31][C:30]=1[NH:38][S:39]([CH3:42])(=[O:41])=[O:40]. Given the product [CH3:8][N:7]([CH2:6][C:5]1[CH:17]=[CH:18][CH:19]=[C:3]([C:2]2[N:1]=[C:33]([C:32]3[CH:36]=[CH:37][C:29]([N:24]4[CH2:25][CH2:26][CH2:27][CH2:28][CH:23]4[CH3:22])=[C:30]([NH:38][S:39]([CH3:42])(=[O:41])=[O:40])[CH:31]=3)[O:21][N:20]=2)[CH:4]=1)[CH2:9][C:10]([O:12][C:13]([CH3:15])([CH3:16])[CH3:14])=[O:11], predict the reactants needed to synthesize it. (2) Given the product [N:27]1[C:28]2[C:23](=[CH:22][CH:21]=[CH:20][C:19]=2[O:10][B:9]([C:6]2[CH:5]=[CH:4][C:3]([C:1]#[N:2])=[CH:8][CH:7]=2)[C:11]2[CH:16]=[CH:15][C:14]([F:17])=[CH:13][CH:12]=2)[CH:24]=[CH:25][CH:26]=1, predict the reactants needed to synthesize it. The reactants are: [C:1]([C:3]1[CH:8]=[CH:7][C:6]([B:9]([C:11]2[CH:16]=[CH:15][C:14]([F:17])=[CH:13][CH:12]=2)[OH:10])=[CH:5][CH:4]=1)#[N:2].O[C:19]1[CH:20]=[CH:21][CH:22]=[C:23]2[C:28]=1[N:27]=[CH:26][CH:25]=[CH:24]2.